From a dataset of Catalyst prediction with 721,799 reactions and 888 catalyst types from USPTO. Predict which catalyst facilitates the given reaction. (1) Reactant: [Cl:1][C:2]1[CH:3]=[C:4]([C:9]2([C:24]([F:27])([F:26])[F:25])[O:13][N:12]=[C:11]([C:14]3[CH:22]=[CH:21][C:17]([C:18]([OH:20])=O)=[C:16]([CH3:23])[CH:15]=3)[CH2:10]2)[CH:5]=[C:6]([Cl:8])[CH:7]=1.CCN(C(C)C)C(C)C.CN(C(ON1N=NC2C=CC=NC1=2)=[N+](C)C)C.F[P-](F)(F)(F)(F)F.Cl.[NH2:62][CH2:63][C:64]1[CH:65]=[CH:66][C:67]2[C:71]([CH2:74][CH3:75])([CH2:72][CH3:73])[O:70][B:69]([OH:76])[C:68]=2[CH:77]=1. Product: [Cl:1][C:2]1[CH:3]=[C:4]([C:9]2([C:24]([F:26])([F:25])[F:27])[O:13][N:12]=[C:11]([C:14]3[CH:22]=[CH:21][C:17]([C:18]([NH:62][CH2:63][C:64]4[CH:65]=[CH:66][C:67]5[C:71]([CH2:72][CH3:73])([CH2:74][CH3:75])[O:70][B:69]([OH:76])[C:68]=5[CH:77]=4)=[O:20])=[C:16]([CH3:23])[CH:15]=3)[CH2:10]2)[CH:5]=[C:6]([Cl:8])[CH:7]=1. The catalyst class is: 3. (2) Reactant: Cl[C:2]1[C:11]([CH3:12])=[C:10]([Cl:13])[C:9]2[C:4](=[CH:5][C:6]([F:15])=[CH:7][C:8]=2[F:14])[N:3]=1.[CH3:16][O:17][CH2:18][C@H:19]1[CH2:23][CH2:22][CH2:21][NH:20]1.C(N(CC)CC)C. Product: [Cl:13][C:10]1[C:9]2[C:4](=[CH:5][C:6]([F:15])=[CH:7][C:8]=2[F:14])[N:3]=[C:2]([N:20]2[CH2:21][CH2:22][CH2:23][C@@H:19]2[CH2:18][O:17][CH3:16])[C:11]=1[CH3:12]. The catalyst class is: 10. (3) Product: [C:35]([O:39][C:16](=[O:25])[NH:13][CH:3]1[CH2:4][C:5](=[O:6])[C:2]1([CH3:1])[CH3:10])([CH3:38])([CH3:37])[CH3:36]. Reactant: [CH3:1][C:2]1([CH3:10])[C:5](=[O:6])[CH2:4][CH:3]1C(O)=O.C([N:13]([CH2:16]C)CC)C.C1(P(N=[N+]=[N-])(C2C=CC=CC=2)=[O:25])C=CC=CC=1.[C:35]([OH:39])([CH3:38])([CH3:37])[CH3:36].C(=O)(O)[O-].[Na+]. The catalyst class is: 11. (4) Reactant: [Br:1][C:2]1[CH:7]=[CH:6][C:5]([C@@H:8]([N:10]2[CH2:15][CH2:14][C@:13]([CH2:23][CH2:24][C:25](O)=[O:26])([C:16]3[CH:21]=[CH:20][C:19]([F:22])=[CH:18][CH:17]=3)[CH2:12][C:11]2=[O:28])[CH3:9])=[CH:4][CH:3]=1.CC[N:31]=C=NCCCN(C)C.C1C=CC2N(O)N=NC=2C=1.CCN(C(C)C)C(C)C.N. Product: [Br:1][C:2]1[CH:7]=[CH:6][C:5]([C@@H:8]([N:10]2[CH2:15][CH2:14][C@:13]([CH2:23][CH2:24][C:25]([NH2:31])=[O:26])([C:16]3[CH:21]=[CH:20][C:19]([F:22])=[CH:18][CH:17]=3)[CH2:12][C:11]2=[O:28])[CH3:9])=[CH:4][CH:3]=1. The catalyst class is: 2.